Task: Regression/Classification. Given a drug SMILES string, predict its toxicity properties. Task type varies by dataset: regression for continuous values (e.g., LD50, hERG inhibition percentage) or binary classification for toxic/non-toxic outcomes (e.g., AMES mutagenicity, cardiotoxicity, hepatotoxicity). Dataset: herg_karim.. Dataset: hERG potassium channel inhibition data for cardiac toxicity prediction from Karim et al. (1) The molecule is O=C(NC1CCN(Cc2ccc3c(c2)OCO3)CC1)C1=CC(=O)c2cc(F)ccc2C1. The result is 1 (blocker). (2) The result is 1 (blocker). The drug is N#Cc1cnc(Nc2cc(NC[C@H]3CNCCO3)c(C(F)(F)F)cn2)cn1. (3) The molecule is O=C(NC(c1ccccc1)c1ccccc1)NS(=O)(=O)c1ccc(OCCCN2CCCCC2)cc1. The result is 0 (non-blocker). (4) The drug is C[C@H]1Cc2c(ncnc2Oc2ccc3c(ccn3C(=O)Nc3cc(C4(C)CC4)[nH]n3)c2)CN1. The result is 0 (non-blocker). (5) The drug is C=CCOC[C@H]1CC[C@@H](N2CC(NC(=O)CNc3nn(C)c4ccc(C(F)(F)F)cc34)C2)CC1. The result is 1 (blocker).